From a dataset of Catalyst prediction with 721,799 reactions and 888 catalyst types from USPTO. Predict which catalyst facilitates the given reaction. Reactant: [N:1]([O-:3])=O.[Na+].[NH2:5][C:6]1[N:11]=[C:10]([O:12][CH2:13][CH2:14][OH:15])[CH:9]=[C:8]([NH2:16])[N:7]=1. Product: [NH2:5][C:6]1[N:11]=[C:10]([O:12][CH2:13][CH2:14][OH:15])[C:9]([N:1]=[O:3])=[C:8]([NH2:16])[N:7]=1. The catalyst class is: 211.